The task is: Predict the product of the given reaction.. This data is from Forward reaction prediction with 1.9M reactions from USPTO patents (1976-2016). (1) Given the reactants [BH4-].[Na+].[OH:3][C:4]1[C:5]([CH3:13])=[C:6]([CH:10]=[CH:11][CH:12]=1)[C:7](O)=[O:8].B(F)(F)F.O(CC)CC, predict the reaction product. The product is: [OH:8][CH2:7][C:6]1[C:5]([CH3:13])=[C:4]([OH:3])[CH:12]=[CH:11][CH:10]=1. (2) Given the reactants F[C:2]1[CH:3]=[C:4]2[C:9](=[CH:10][C:11]=1[N+:12]([O-:14])=[O:13])[NH:8][C:7](=[O:15])[N:6]([NH:16][S:17]([CH3:20])(=[O:19])=[O:18])[C:5]2=[O:21].[CH3:22][O:23][CH2:24][CH2:25][NH2:26], predict the reaction product. The product is: [CH3:22][O:23][CH2:24][CH2:25][NH:26][C:2]1[CH:3]=[C:4]2[C:9](=[CH:10][C:11]=1[N+:12]([O-:14])=[O:13])[NH:8][C:7](=[O:15])[N:6]([NH:16][S:17]([CH3:20])(=[O:19])=[O:18])[C:5]2=[O:21].